Dataset: Forward reaction prediction with 1.9M reactions from USPTO patents (1976-2016). Task: Predict the product of the given reaction. (1) Given the reactants C(OC(=O)[NH:10][C@@H:11]([CH:38]1[CH2:43][CH2:42][O:41][CH2:40][CH2:39]1)[C:12]([N:14]1[C@H:19]([C:20](=[O:32])[NH:21][C@H:22]2[C:31]3[C:26](=[CH:27][CH:28]=[CH:29][CH:30]=3)[O:25][CH2:24][CH2:23]2)[CH2:18][N:17]2[CH2:33][C:34]([F:37])([F:36])[CH2:35][C@@H:16]2[CH2:15]1)=[O:13])C1C=CC=CC=1.[ClH:45].CO, predict the reaction product. The product is: [ClH:45].[ClH:45].[NH2:10][C@@H:11]([CH:38]1[CH2:39][CH2:40][O:41][CH2:42][CH2:43]1)[C:12]([N:14]1[C@H:19]([C:20]([NH:21][C@H:22]2[C:31]3[C:26](=[CH:27][CH:28]=[CH:29][CH:30]=3)[O:25][CH2:24][CH2:23]2)=[O:32])[CH2:18][N:17]2[CH2:33][C:34]([F:37])([F:36])[CH2:35][C@@H:16]2[CH2:15]1)=[O:13]. (2) Given the reactants O/[CH:2]=[C:3]1\[C:4](=O)[C@:5]2([C:18]3[CH:23]=[CH:22][CH:21]=[CH:20][CH:19]=3)[C@@H:10]([CH2:11][CH2:12]\1)[C@H:9]([CH3:13])[C:8]1([O:17][CH2:16][CH2:15][O:14]1)[CH2:7][CH2:6]2.N1CCCCC1.Cl.[CH2:32]([N:34]([CH2:38][CH3:39])[C:35]([NH2:37])=[NH:36])[CH3:33], predict the reaction product. The product is: [CH2:32]([N:34]([CH2:38][CH3:39])[C:35]1[N:37]=[CH:2][C:3]2[CH2:12][CH2:11][C@H:10]3[C@H:9]([CH3:13])[C:8]4([CH2:7][CH2:6][C@:5]3([C:18]3[CH:23]=[CH:22][CH:21]=[CH:20][CH:19]=3)[C:4]=2[N:36]=1)[O:17][CH2:16][CH2:15][O:14]4)[CH3:33]. (3) Given the reactants [F:1][C:2](=[C:11]([C:13]1[CH:14]=[C:15]2[C:20](=[CH:21][C:22]=1[O:23][CH3:24])[O:19][C:18]([CH3:26])([CH3:25])[CH:17]=[C:16]2[CH:27]([CH3:29])[CH3:28])[CH3:12])[CH:3]=[CH:4][C:5]([CH3:10])=[CH:6][C:7]([O-:9])=[O:8].C1COCC1.[OH-].[Na+], predict the reaction product. The product is: [F:1][C:2](=[C:11]([C:13]1[CH:14]=[C:15]2[C:20](=[CH:21][C:22]=1[O:23][CH3:24])[O:19][C:18]([CH3:26])([CH3:25])[CH:17]=[C:16]2[CH:27]([CH3:29])[CH3:28])[CH3:12])[CH:3]=[CH:4][C:5]([CH3:10])=[CH:6][C:7]([OH:9])=[O:8].